Dataset: Catalyst prediction with 721,799 reactions and 888 catalyst types from USPTO. Task: Predict which catalyst facilitates the given reaction. (1) Reactant: CN(C(ON1N=NC2C=CC=CC1=2)=[N+](C)C)C.[B-](F)(F)(F)F.[Cl:23][C:24]1[CH:25]=[C:26]([CH:30]=[C:31]([O:33][CH3:34])[N:32]=1)[C:27]([OH:29])=O.[F:35][C:36]1[CH:37]=[C:38]2[C:42](=[CH:43][CH:44]=1)[NH:41][CH2:40][CH2:39]2.C(N(CC)CC)C. Product: [Cl:23][C:24]1[CH:25]=[C:26]([C:27]([N:41]2[C:42]3[C:38](=[CH:37][C:36]([F:35])=[CH:44][CH:43]=3)[CH2:39][CH2:40]2)=[O:29])[CH:30]=[C:31]([O:33][CH3:34])[N:32]=1. The catalyst class is: 3. (2) Reactant: C([NH:5][S:6]([C:9]1[CH:10]=[C:11]([C:15]2[CH:20]=[CH:19][CH:18]=[C:17]([C:21]3[N:26]=[C:25]([C:27]4[CH:32]=[CH:31][C:30]([C:33]([F:36])([F:35])[F:34])=[C:29]([F:37])[CH:28]=4)[CH:24]=[C:23]([C:38]([F:41])([F:40])[F:39])[N:22]=3)[CH:16]=2)[CH:12]=[CH:13][CH:14]=1)(=[O:8])=[O:7])(C)(C)C.C(O)(C(F)(F)F)=O. Product: [F:37][C:29]1[CH:28]=[C:27]([C:25]2[CH:24]=[C:23]([C:38]([F:39])([F:41])[F:40])[N:22]=[C:21]([C:17]3[CH:16]=[C:15]([C:11]4[CH:12]=[CH:13][CH:14]=[C:9]([S:6]([NH2:5])(=[O:8])=[O:7])[CH:10]=4)[CH:20]=[CH:19][CH:18]=3)[N:26]=2)[CH:32]=[CH:31][C:30]=1[C:33]([F:34])([F:36])[F:35]. The catalyst class is: 4.